Dataset: Rat liver microsome stability data. Task: Regression/Classification. Given a drug SMILES string, predict its absorption, distribution, metabolism, or excretion properties. Task type varies by dataset: regression for continuous measurements (e.g., permeability, clearance, half-life) or binary classification for categorical outcomes (e.g., BBB penetration, CYP inhibition). Dataset: rlm. (1) The molecule is CNC[C@@H](O)CCN1c2ccccc2N(c2ccccc2C)S1(=O)=O. The result is 1 (stable in rat liver microsomes). (2) The molecule is O=C(Nc1cccc(-c2ccnc3c(-c4cnn(CCN5CCCC5)c4)cnn23)c1)c1cccc(C(F)(F)F)c1. The result is 1 (stable in rat liver microsomes). (3) The compound is NC1CN(Cc2ccccc2)CC1c1ccc(Cl)cc1Cl. The result is 0 (unstable in rat liver microsomes). (4) The drug is Cc1c(Nc2c(C#N)cncc2C=Cc2ccc(CN3CCN(CCO)CC3)cc2)ccc2[nH]ccc12. The result is 1 (stable in rat liver microsomes). (5) The molecule is Fc1ccc(CNc2nc(-c3ccccc3C(F)(F)F)nc3ccccc23)cc1. The result is 1 (stable in rat liver microsomes). (6) The result is 0 (unstable in rat liver microsomes). The drug is Fc1cc(Nc2nc(-c3ccncc3)nc3ccccc23)ccc1-c1cccc(OC(F)F)c1. (7) The drug is O=C(COc1ccccc1)NC(c1ccccc1)c1cc(F)c2cccnc2c1O. The result is 1 (stable in rat liver microsomes). (8) The drug is CCc1ccc(C(=O)Nc2cc(CN3CCN(C)CC3)cc(C(F)(F)F)c2)cc1C#Cc1cnc2ccnn2c1. The result is 0 (unstable in rat liver microsomes).